From a dataset of HIV replication inhibition screening data with 41,000+ compounds from the AIDS Antiviral Screen. Binary Classification. Given a drug SMILES string, predict its activity (active/inactive) in a high-throughput screening assay against a specified biological target. (1) The molecule is COc1cc2c3c(c1)[nH]c(=S)n3C(=O)CS2. The result is 0 (inactive). (2) The result is 0 (inactive). The compound is Cc1c2ccc(Cl)cc2nc2ccc(OCCNC(=O)C(N)CCCNC(=N)N)cc12.Cl. (3) The drug is Cc1ccc(SSCCCCCS(=O)O)cc1.[NaH]. The result is 0 (inactive). (4) The result is 0 (inactive). The drug is COc1cnc(C2CCC3C4CC=C5CC(OC(=O)CCC(=O)O)CCC5(C)C4CCC23C)s1.